Dataset: NCI-60 drug combinations with 297,098 pairs across 59 cell lines. Task: Regression. Given two drug SMILES strings and cell line genomic features, predict the synergy score measuring deviation from expected non-interaction effect. Drug 1: C1CC(C1)(C(=O)O)C(=O)O.[NH2-].[NH2-].[Pt+2]. Drug 2: CCCCC(=O)OCC(=O)C1(CC(C2=C(C1)C(=C3C(=C2O)C(=O)C4=C(C3=O)C=CC=C4OC)O)OC5CC(C(C(O5)C)O)NC(=O)C(F)(F)F)O. Synergy scores: CSS=78.8, Synergy_ZIP=9.51, Synergy_Bliss=12.0, Synergy_Loewe=-0.649, Synergy_HSA=10.9. Cell line: CCRF-CEM.